From a dataset of Catalyst prediction with 721,799 reactions and 888 catalyst types from USPTO. Predict which catalyst facilitates the given reaction. (1) Reactant: [Br:1][C:2]1[C:7]([OH:8])=[C:6]([O:9][CH3:10])[C:5]([O:11][CH:12]([F:14])[F:13])=[CH:4][CH:3]=1.C(=O)([O-])[O-].[K+].[K+].[CH2:21](Br)[CH2:22][CH3:23]. The catalyst class is: 10. Product: [Br:1][C:2]1[CH:3]=[CH:4][C:5]([O:11][CH:12]([F:13])[F:14])=[C:6]([O:9][CH3:10])[C:7]=1[O:8][CH2:21][CH2:22][CH3:23]. (2) Reactant: Br[C:2]1[O:6][C:5]([CH2:7][O:8][CH3:9])=[C:4]([C:10]([O:12][CH3:13])=[O:11])[CH:3]=1.[F:14][C:15]1[CH:20]=[CH:19][C:18](B(O)O)=[C:17]([CH3:24])[CH:16]=1.C(=O)([O-])[O-].[Na+].[Na+].COCCOC. Product: [F:14][C:15]1[CH:20]=[CH:19][C:18]([C:2]2[O:6][C:5]([CH2:7][O:8][CH3:9])=[C:4]([C:10]([O:12][CH3:13])=[O:11])[CH:3]=2)=[C:17]([CH3:24])[CH:16]=1. The catalyst class is: 103. (3) Reactant: [CH3:1][O:2][C:3]1[C:8]2[O:9][CH2:10][CH2:11][O:12][C:7]=2[C:6]([C:13]2([C:20]#[C:21][C:22]3[CH:32]=[CH:31][C:25]([C:26]([O:28]CC)=[O:27])=[CH:24][CH:23]=3)[CH2:18][CH2:17][C:16](=[O:19])[CH2:15][CH2:14]2)=[CH:5][CH:4]=1.[OH-].[Na+]. Product: [CH3:1][O:2][C:3]1[C:8]2[O:9][CH2:10][CH2:11][O:12][C:7]=2[C:6]([C:13]2([C:20]#[C:21][C:22]3[CH:23]=[CH:24][C:25]([C:26]([OH:28])=[O:27])=[CH:31][CH:32]=3)[CH2:18][CH2:17][C:16](=[O:19])[CH2:15][CH2:14]2)=[CH:5][CH:4]=1. The catalyst class is: 8. (4) Product: [CH:1]1([CH:7]([NH:18][C:19]2[CH:20]=[CH:21][C:22]([C:23]([OH:25])=[O:24])=[CH:27][CH:28]=2)[C:8]2[S:16][C:15]3[C:10](=[N:11][CH:12]=[CH:13][CH:14]=3)[C:9]=2[CH3:17])[CH2:6][CH2:5][CH2:4][CH2:3][CH2:2]1. The catalyst class is: 8. Reactant: [CH:1]1([CH:7]([NH:18][C:19]2[CH:28]=[CH:27][C:22]([C:23]([O:25]C)=[O:24])=[CH:21][CH:20]=2)[C:8]2[S:16][C:15]3[C:10](=[N:11][CH:12]=[CH:13][CH:14]=3)[C:9]=2[CH3:17])[CH2:6][CH2:5][CH2:4][CH2:3][CH2:2]1.O1CCCC1.[OH-].[Na+]. (5) Reactant: C([N:3]1[CH2:9][CH2:8][C:7]2[CH:10]=[CH:11][C:12]([C:14]([OH:16])=[O:15])=[CH:13][C:6]=2[CH2:5][CH2:4]1)=O. Product: [CH2:8]1[C:7]2[CH:10]=[CH:11][C:12]([C:14]([OH:16])=[O:15])=[CH:13][C:6]=2[CH2:5][CH2:4][NH:3][CH2:9]1. The catalyst class is: 33.